From a dataset of Forward reaction prediction with 1.9M reactions from USPTO patents (1976-2016). Predict the product of the given reaction. (1) Given the reactants [N:1]([C:4]1[CH:5]=[C:6]([S:10][CH2:11][CH2:12][CH2:13][CH2:14][CH2:15][C:16]([O:18][CH2:19][CH3:20])=[O:17])[CH:7]=[CH:8][CH:9]=1)=[C:2]=[S:3].O.[NH2:22][NH2:23], predict the reaction product. The product is: [NH:22]([C:2]([NH:1][C:4]1[CH:5]=[C:6]([S:10][CH2:11][CH2:12][CH2:13][CH2:14][CH2:15][C:16]([O:18][CH2:19][CH3:20])=[O:17])[CH:7]=[CH:8][CH:9]=1)=[S:3])[NH2:23]. (2) Given the reactants C(Cl)(=O)C(Cl)=O.[NH:7]1[C:15]2[C:10](=[CH:11][C:12]([C:16]([OH:18])=O)=[CH:13][CH:14]=2)[CH:9]=[N:8]1.[C:19]1([C:25]2([NH2:31])[CH2:30][CH2:29][CH2:28][CH2:27][CH2:26]2)[CH:24]=[CH:23][CH:22]=[CH:21][CH:20]=1.C(=O)(O)[O-].[Na+], predict the reaction product. The product is: [C:19]1([C:25]2([NH:31][C:16]([C:12]3[CH:11]=[C:10]4[C:15](=[CH:14][CH:13]=3)[NH:7][N:8]=[CH:9]4)=[O:18])[CH2:30][CH2:29][CH2:28][CH2:27][CH2:26]2)[CH:24]=[CH:23][CH:22]=[CH:21][CH:20]=1. (3) Given the reactants [F:1][C:2]1[CH:3]=[C:4]([CH:36]=[C:37]([F:39])[CH:38]=1)[CH2:5][O:6][C:7]1[CH:8]=[C:9]2[C:13](=[CH:14][CH:15]=1)[NH:12][N:11]=[C:10]2[NH:16][C:17](=[O:35])[C:18]1[CH:23]=[CH:22][C:21]([N:24]([CH2:26][CH2:27][CH2:28][N:29]([CH3:31])[CH3:30])[CH3:25])=[CH:20][C:19]=1[N+:32]([O-])=O.[O-]S(S([O-])=O)=O.[Na+].[Na+], predict the reaction product. The product is: [NH2:32][C:19]1[CH:20]=[C:21]([N:24]([CH2:26][CH2:27][CH2:28][N:29]([CH3:30])[CH3:31])[CH3:25])[CH:22]=[CH:23][C:18]=1[C:17]([NH:16][C:10]1[C:9]2[C:13](=[CH:14][CH:15]=[C:7]([O:6][CH2:5][C:4]3[CH:3]=[C:2]([F:1])[CH:38]=[C:37]([F:39])[CH:36]=3)[CH:8]=2)[NH:12][N:11]=1)=[O:35].